This data is from Forward reaction prediction with 1.9M reactions from USPTO patents (1976-2016). The task is: Predict the product of the given reaction. (1) Given the reactants Cl[C:2]1[C:11]2[C:6](=[CH:7][C:8]([O:14][CH2:15][C:16]3([C:19]([O:21][CH3:22])=[O:20])[CH2:18][CH2:17]3)=[C:9]([O:12][CH3:13])[CH:10]=2)[N:5]=[CH:4][CH:3]=1.[F:23][C:24]1[CH:29]=[C:28]([N+:30]([O-:32])=[O:31])[CH:27]=[CH:26][C:25]=1[OH:33], predict the reaction product. The product is: [F:23][C:24]1[CH:29]=[C:28]([N+:30]([O-:32])=[O:31])[CH:27]=[CH:26][C:25]=1[O:33][C:2]1[C:11]2[C:6](=[CH:7][C:8]([O:14][CH2:15][C:16]3([C:19]([O:21][CH3:22])=[O:20])[CH2:18][CH2:17]3)=[C:9]([O:12][CH3:13])[CH:10]=2)[N:5]=[CH:4][CH:3]=1. (2) The product is: [CH2:21]([C:14]1([C:24]2[CH:25]=[CH:26][CH:27]=[CH:28][CH:29]=2)[CH2:13][CH2:12][N:11]([C@H:8]([C:5]2[CH:4]=[CH:3][C:2]([Br:1])=[CH:7][CH:6]=2)[CH2:9][CH3:10])[C:16](=[O:18])[CH2:15]1)[CH:22]=[CH2:23]. Given the reactants [Br:1][C:2]1[CH:7]=[CH:6][C:5]([C@@H:8]([NH:11][CH2:12][CH2:13][C:14]([C:24]2[CH:29]=[CH:28][CH:27]=[CH:26][CH:25]=2)([CH2:21][CH:22]=[CH2:23])[CH2:15][C:16]([O:18]CC)=O)[CH2:9][CH3:10])=[CH:4][CH:3]=1.C1CCN2C(=NCCC2)CC1, predict the reaction product. (3) The product is: [CH3:1][O:2][C:3]1[CH:12]=[CH:11][C:10]2[CH2:9][CH2:8][CH2:7][CH2:6][C:5]=2[C:4]=1[OH:19]. Given the reactants [CH3:1][O:2][C:3]1[CH:4]=[C:5]2[C:10](=[CH:11][CH:12]=1)[CH2:9][CH2:8][CH2:7][CH2:6]2.C([Li])(CC)C.B(OC)(OC)[O:19]C.OO.[Cl-].[NH4+], predict the reaction product. (4) Given the reactants [C:1]([C@H:5]1[CH2:10][CH2:9][C@H:8]([O:11][C:12]2[CH:17]=[CH:16][C:15]([C:18]3[CH:23]=[CH:22][CH:21]=[C:20]([CH:24]=O)[CH:19]=3)=[CH:14][CH:13]=2)[CH2:7][CH2:6]1)([CH3:4])([CH3:3])[CH3:2].[CH3:26][O:27][C:28]([CH:30]1[CH2:35][CH2:34][NH:33][CH2:32][CH2:31]1)=[O:29].C(O[BH-](OC(=O)C)OC(=O)C)(=O)C.[Na+], predict the reaction product. The product is: [C:1]([C@H:5]1[CH2:6][CH2:7][C@H:8]([O:11][C:12]2[CH:13]=[CH:14][C:15]([C:18]3[CH:23]=[CH:22][CH:21]=[C:20]([CH2:24][N:33]4[CH2:34][CH2:35][CH:30]([C:28]([O:27][CH3:26])=[O:29])[CH2:31][CH2:32]4)[CH:19]=3)=[CH:16][CH:17]=2)[CH2:9][CH2:10]1)([CH3:4])([CH3:3])[CH3:2]. (5) Given the reactants [OH:1][C:2]1[CH:10]=[CH:9][C:5]([C:6]([OH:8])=[O:7])=[CH:4][C:3]=1[O:11][CH3:12], predict the reaction product. The product is: [C:5]([O:7][C:6](=[O:8])[C:5]1[CH:9]=[CH:10][C:2]([OH:1])=[C:3]([O:11][CH3:12])[CH:4]=1)([CH3:9])([CH3:6])[CH3:4]. (6) The product is: [CH3:1][C:2]1[CH:3]=[CH:4][C:5]([O:8][CH2:16][C:17]2[C:18]([CH3:29])=[C:19]([C:23]3[CH:28]=[CH:27][CH:26]=[CH:25][CH:24]=3)[CH:20]=[CH:21][CH:22]=2)=[CH:6][N:7]=1. Given the reactants [CH3:1][C:2]1[N:7]=[CH:6][C:5]([OH:8])=[CH:4][CH:3]=1.C(=O)([O-])[O-].[Cs+].[Cs+].Br[CH2:16][C:17]1[C:18]([CH3:29])=[C:19]([C:23]2[CH:28]=[CH:27][CH:26]=[CH:25][CH:24]=2)[CH:20]=[CH:21][CH:22]=1.C(OCC)(=O)C, predict the reaction product. (7) Given the reactants CS(O[CH2:6][CH2:7][C:8]1[CH:13]=[CH:12][C:11]([Br:14])=[CH:10][CH:9]=1)(=O)=O.[CH:15]1([SH:20])[CH2:19][CH2:18][CH2:17][CH2:16]1, predict the reaction product. The product is: [Br:14][C:11]1[CH:10]=[CH:9][C:8]([CH2:7][CH2:6][S:20][CH:15]2[CH2:19][CH2:18][CH2:17][CH2:16]2)=[CH:13][CH:12]=1.